The task is: Regression. Given a peptide amino acid sequence and an MHC pseudo amino acid sequence, predict their binding affinity value. This is MHC class I binding data.. This data is from Peptide-MHC class I binding affinity with 185,985 pairs from IEDB/IMGT. (1) The peptide sequence is YQVLVMVPK. The MHC is HLA-A26:01 with pseudo-sequence HLA-A26:01. The binding affinity (normalized) is 0.0847. (2) The peptide sequence is TPKKNCIAI. The MHC is HLA-B07:02 with pseudo-sequence HLA-B07:02. The binding affinity (normalized) is 0.571. (3) The MHC is HLA-B40:02 with pseudo-sequence HLA-B40:02. The binding affinity (normalized) is 0.708. The peptide sequence is FEKMVSLLSV.